From a dataset of Catalyst prediction with 721,799 reactions and 888 catalyst types from USPTO. Predict which catalyst facilitates the given reaction. (1) Reactant: Cl[C:2]1[N:7]=[C:6]([NH:8][C:9]2[CH:10]=[C:11]3[C:15](=[CH:16][CH:17]=2)[NH:14][C:13]([CH3:18])=[CH:12]3)[CH:5]=[CH:4][N:3]=1.[NH2:19][C:20]1[CH:25]=[CH:24][CH:23]=[CH:22][CH:21]=1. Product: [CH3:18][C:13]1[NH:14][C:15]2[C:11]([CH:12]=1)=[CH:10][C:9]([NH:8][C:6]1[CH:5]=[CH:4][N:3]=[C:2]([NH:19][C:20]3[CH:25]=[CH:24][CH:23]=[CH:22][CH:21]=3)[N:7]=1)=[CH:17][CH:16]=2. The catalyst class is: 18. (2) Reactant: [I:1][C:2]1[CH:7]=[CH:6][C:5]([OH:8])=[CH:4][CH:3]=1.C(=O)([O-])[O-].[K+].[K+].Br[CH2:16][CH2:17][CH2:18][Cl:19]. The catalyst class is: 131. Product: [Cl:19][CH2:18][CH2:17][CH2:16][O:8][C:5]1[CH:6]=[CH:7][C:2]([I:1])=[CH:3][CH:4]=1. (3) Reactant: [F:1][C:2]1[CH:7]=[CH:6][C:5]([F:8])=[CH:4][C:3]=1[C@H:9]1[CH2:13][CH2:12][CH2:11][N:10]1[C:14]1[CH:19]=[CH:18][N:17]2[N:20]=[CH:21][C:22]([C:23]([NH:25][NH:26][C:27]([CH:29]3[CH2:34][CH2:33][N:32](C(OC(C)(C)C)=O)[CH2:31][CH2:30]3)=O)=O)=[C:16]2[N:15]=1.P12(SP3(SP(SP(S3)(S1)=S)(=S)S2)=S)=[S:43].C([O-])([O-])=O.[Na+].[Na+]. Product: [F:1][C:2]1[CH:7]=[CH:6][C:5]([F:8])=[CH:4][C:3]=1[C@H:9]1[CH2:13][CH2:12][CH2:11][N:10]1[C:14]1[CH:19]=[CH:18][N:17]2[N:20]=[CH:21][C:22]([C:23]3[S:43][C:27]([CH:29]4[CH2:34][CH2:33][NH:32][CH2:31][CH2:30]4)=[N:26][N:25]=3)=[C:16]2[N:15]=1. The catalyst class is: 270. (4) Reactant: [CH3:1][C:2]1([CH3:36])[CH2:6][CH:5]([CH2:7][N:8]2[C:16]3[C:11](=[CH:12][C:13]([C:17]4[CH:18]=[N:19][N:20](C5CCCCO5)[CH:21]=4)=[CH:14][CH:15]=3)[CH:10]=[CH:9]2)[CH2:4][N:3]1[C:28]([C:30]1[CH:35]=[CH:34][CH:33]=[CH:32][CH:31]=1)=[O:29].O.C1(C)C=CC(S(O)(=O)=O)=CC=1.CO.ClCCl. Product: [NH:19]1[CH:18]=[C:17]([C:13]2[CH:12]=[C:11]3[C:16](=[CH:15][CH:14]=2)[N:8]([CH2:7][CH:5]2[CH2:4][N:3]([C:28]([C:30]4[CH:35]=[CH:34][CH:33]=[CH:32][CH:31]=4)=[O:29])[C:2]([CH3:36])([CH3:1])[CH2:6]2)[CH:9]=[CH:10]3)[CH:21]=[N:20]1. The catalyst class is: 5. (5) Reactant: Cl[C:2]1[CH:7]=[C:6]([I:8])[CH:5]=[CH:4][N:3]=1.[O-:9][CH2:10][CH3:11].[Na+]. Product: [CH2:10]([O:9][C:2]1[CH:7]=[C:6]([I:8])[CH:5]=[CH:4][N:3]=1)[CH3:11]. The catalyst class is: 14. (6) Reactant: C([O:3][CH:4](OCC)[C:5]1[N:9]([CH3:10])[C:8]2[CH:11]=[CH:12][C:13]([C:15]#[N:16])=[CH:14][C:7]=2[N:6]=1)C.[ClH:20]. Product: [OH2:3].[ClH:20].[CH:4]([C:5]1[N:9]([CH3:10])[C:8]2[CH:11]=[CH:12][C:13]([C:15]#[N:16])=[CH:14][C:7]=2[N:6]=1)=[O:3]. The catalyst class is: 12.